This data is from Full USPTO retrosynthesis dataset with 1.9M reactions from patents (1976-2016). The task is: Predict the reactants needed to synthesize the given product. (1) Given the product [Br:27][CH2:28][CH2:29][CH2:30][O:9][C:5]1[CH:4]=[C:3]([CH:8]=[CH:7][CH:6]=1)[CH2:2][O:1][CH2:10][CH2:21][OH:24], predict the reactants needed to synthesize it. The reactants are: [OH:1][CH2:2][C:3]1[CH:4]=[C:5]([OH:9])[CH:6]=[CH:7][CH:8]=1.[CH3:10]C1C=CC(S(O)(=O)=O)=CC=1.[C:21]([O-:24])([O-])=O.[K+].[K+].[Br:27][CH2:28][CH2:29][CH2:30]Br. (2) Given the product [F:36][C:37]([F:42])([F:41])[C:38]([OH:40])=[O:39].[Br:34][C:30]1[C:29]([F:35])=[C:28]([CH:9]2[CH:8]([C:6]([OH:7])=[O:5])[NH:12][CH:11]([CH2:13][C:14]([CH3:17])([CH3:16])[CH3:15])[C:10]32[C:25]2[C:20](=[CH:21][C:22]([Cl:26])=[CH:23][CH:24]=2)[NH:19][C:18]3=[O:27])[CH:33]=[CH:32][CH:31]=1, predict the reactants needed to synthesize it. The reactants are: C([O:5][C:6]([CH:8]1[NH:12][CH:11]([CH2:13][C:14]([CH3:17])([CH3:16])[CH3:15])[C:10]2([C:25]3[C:20](=[CH:21][C:22]([Cl:26])=[CH:23][CH:24]=3)[NH:19][C:18]2=[O:27])[CH:9]1[C:28]1[CH:33]=[CH:32][CH:31]=[C:30]([Br:34])[C:29]=1[F:35])=[O:7])(C)(C)C.[F:36][C:37]([F:42])([F:41])[C:38]([OH:40])=[O:39]. (3) Given the product [CH2:12]([S:19][C:20]1[CH:21]=[C:22]2[C:27](=[CH:28][CH:29]=1)[N:26]([C:30]1[CH:35]=[CH:34][C:33]([C:4]3[CH:3]=[C:2]([F:1])[CH:7]=[C:6]([F:8])[CH:5]=3)=[CH:32][C:31]=1[CH:37]1[CH2:39][CH2:38]1)[C:25](=[O:40])[CH:24]=[CH:23]2)[C:13]1[CH:14]=[CH:15][CH:16]=[CH:17][CH:18]=1, predict the reactants needed to synthesize it. The reactants are: [F:1][C:2]1[CH:3]=[C:4](B(O)O)[CH:5]=[C:6]([F:8])[CH:7]=1.[CH2:12]([S:19][C:20]1[CH:21]=[C:22]2[C:27](=[CH:28][CH:29]=1)[N:26]([C:30]1[CH:35]=[CH:34][C:33](Cl)=[CH:32][C:31]=1[CH:37]1[CH2:39][CH2:38]1)[C:25](=[O:40])[CH:24]=[CH:23]2)[C:13]1[CH:18]=[CH:17][CH:16]=[CH:15][CH:14]=1.P([O-])([O-])([O-])=O.[K+].[K+].[K+]. (4) The reactants are: [CH2:1]([O:3][C:4]([C@H:6]1[C@H:10]([CH2:11][NH:12][CH:13]([CH3:15])[CH3:14])[CH2:9][N:8]([C:16]([O:18][C:19]([CH3:22])([CH3:21])[CH3:20])=[O:17])[CH2:7]1)=[O:5])[CH3:2].[CH3:23][O:24][CH2:25][CH2:26][CH2:27][O:28][C:29]1[CH:30]=[C:31]([CH:35]=[CH:36][C:37]=1[O:38][CH3:39])[C:32](O)=[O:33].O=C1N(P(Cl)(N2CCOC2=O)=O)CCO1.C(N(CC)CC)C. Given the product [CH2:1]([O:3][C:4]([C@H:6]1[C@H:10]([CH2:11][N:12]([CH:13]([CH3:14])[CH3:15])[C:32](=[O:33])[C:31]2[CH:35]=[CH:36][C:37]([O:38][CH3:39])=[C:29]([O:28][CH2:27][CH2:26][CH2:25][O:24][CH3:23])[CH:30]=2)[CH2:9][N:8]([C:16]([O:18][C:19]([CH3:22])([CH3:20])[CH3:21])=[O:17])[CH2:7]1)=[O:5])[CH3:2], predict the reactants needed to synthesize it. (5) Given the product [C:1]1([C:7]2[O:8][C:9]([C:27]([F:28])([F:29])[F:30])=[C:10]([C:12]([NH:14][C:15]3[CH:20]=[CH:19][C:18]([N:21]4[CH2:26][CH2:25][N:24]([C:32]([O:34][C:35]5[CH:40]=[CH:39][CH:38]=[CH:37][CH:36]=5)=[O:33])[CH2:23][CH2:22]4)=[N:17][CH:16]=3)=[O:13])[N:11]=2)[CH:2]=[CH:3][CH:4]=[CH:5][CH:6]=1, predict the reactants needed to synthesize it. The reactants are: [C:1]1([C:7]2[O:8][C:9]([C:27]([F:30])([F:29])[F:28])=[C:10]([C:12]([NH:14][C:15]3[CH:16]=[N:17][C:18]([N:21]4[CH2:26][CH2:25][NH:24][CH2:23][CH2:22]4)=[CH:19][CH:20]=3)=[O:13])[N:11]=2)[CH:6]=[CH:5][CH:4]=[CH:3][CH:2]=1.Cl[C:32]([O:34][C:35]1[CH:40]=[CH:39][CH:38]=[CH:37][CH:36]=1)=[O:33]. (6) The reactants are: C[O:2][C:3](=[O:22])[CH2:4][CH2:5][N:6]1[C:11]2[CH:12]=[C:13]([CH3:17])[CH:14]=[C:15]([CH3:16])[C:10]=2[O:9][C@@H:8]([CH:18]([CH3:20])[CH3:19])[C:7]1=[O:21].[OH-].[Na+]. Given the product [CH:18]([C@H:8]1[C:7](=[O:21])[N:6]([CH2:5][CH2:4][C:3]([OH:22])=[O:2])[C:11]2[CH:12]=[C:13]([CH3:17])[CH:14]=[C:15]([CH3:16])[C:10]=2[O:9]1)([CH3:20])[CH3:19], predict the reactants needed to synthesize it. (7) Given the product [N+:13]([C:16]1[CH:25]=[CH:24][CH:23]=[CH:22][C:17]=1[C:18]([NH:20][N:21]=[C:5]1[C:4]2[C:8](=[CH:9][CH:10]=[C:2]([I:1])[CH:3]=2)[NH:7][C:6]1=[O:11])=[O:19])([O-:15])=[O:14], predict the reactants needed to synthesize it. The reactants are: [I:1][C:2]1[CH:3]=[C:4]2[C:8](=[CH:9][CH:10]=1)[NH:7][C:6](=[O:11])[C:5]2=O.[N+:13]([C:16]1[CH:25]=[CH:24][CH:23]=[CH:22][C:17]=1[C:18]([NH:20][NH2:21])=[O:19])([O-:15])=[O:14]. (8) Given the product [N:22]1[CH:27]=[CH:26][C:25]([C:2]2[CH:3]=[N:4][CH:5]=[C:6]3[C:11]=2[N:10]=[C:9]([C:12]([NH:14][CH2:15][C:16]2[CH:21]=[CH:20][N:19]=[CH:18][CH:17]=2)=[O:13])[CH:8]=[CH:7]3)=[CH:24][CH:23]=1, predict the reactants needed to synthesize it. The reactants are: Br[C:2]1[CH:3]=[N:4][CH:5]=[C:6]2[C:11]=1[N:10]=[C:9]([C:12]([NH:14][CH2:15][C:16]1[CH:21]=[CH:20][N:19]=[CH:18][CH:17]=1)=[O:13])[CH:8]=[CH:7]2.[N:22]1[CH:27]=[CH:26][C:25](B(O)O)=[CH:24][CH:23]=1.C(=O)([O-])[O-].[Cs+].[Cs+]. (9) Given the product [ClH:28].[CH:1]1([C:4]2[C:14]3[O:13][CH2:12][CH2:11][NH:10][CH2:9][C:8]=3[CH:7]=[CH:6][CH:5]=2)[CH2:3][CH2:2]1, predict the reactants needed to synthesize it. The reactants are: [CH:1]1([C:4]2[C:14]3[O:13][CH2:12][CH2:11][N:10](C(OC(C)(C)C)=O)[CH2:9][C:8]=3[CH:7]=[CH:6][CH:5]=2)[CH2:3][CH2:2]1.C(OCC)(=O)C.[ClH:28].